From a dataset of Full USPTO retrosynthesis dataset with 1.9M reactions from patents (1976-2016). Predict the reactants needed to synthesize the given product. (1) Given the product [C:19]([CH2:12][CH:13]1[O:17][C:16](=[O:18])[NH:15][CH2:14]1)#[N:20], predict the reactants needed to synthesize it. The reactants are: S(O[CH2:12][C@H:13]1[O:17][C:16](=[O:18])[NH:15][CH2:14]1)(C1C=CC(C)=CC=1)(=O)=O.[C-:19]#[N:20].[Na+]. (2) Given the product [NH2:33][C:2]1[C:3]2[CH:10]=[CH:9][N:8]([C@H:11]3[C@@H:15]4[O:16][C:17]([CH3:20])([CH3:19])[O:18][C@@H:14]4[C@@H:13]([C@@:21]([C:24]4[CH:29]=[CH:28][C:27]([F:30])=[C:26]([F:31])[CH:25]=4)([OH:23])[CH3:22])[O:12]3)[C:4]=2[N:5]=[CH:6][N:7]=1, predict the reactants needed to synthesize it. The reactants are: Cl[C:2]1[C:3]2[CH:10]=[CH:9][N:8]([C@H:11]3[C@@H:15]4[O:16][C:17]([CH3:20])([CH3:19])[O:18][C@@H:14]4[C@@H:13]([C@@:21]([C:24]4[CH:29]=[CH:28][C:27]([F:30])=[C:26]([F:31])[CH:25]=4)([OH:23])[CH3:22])[O:12]3)[C:4]=2[N:5]=[CH:6][N:7]=1.[OH-].[NH4+:33]. (3) Given the product [CH3:1][O:2][C:3](=[O:26])[CH2:4][C:5]1[CH:10]=[C:9]([S:11]([C:14]2[CH:19]=[CH:18][C:17]([O:46][C:43]3[CH:44]=[CH:45][C:40]([O:39][C:38]([F:37])([F:47])[F:48])=[CH:41][CH:42]=3)=[CH:16][CH:15]=2)(=[O:13])=[O:12])[CH:8]=[C:7]([O:21][CH2:22][CH2:23][CH2:24][CH3:25])[CH:6]=1, predict the reactants needed to synthesize it. The reactants are: [CH3:1][O:2][C:3](=[O:26])[CH2:4][C:5]1[CH:10]=[C:9]([S:11]([C:14]2[CH:19]=[CH:18][C:17](F)=[CH:16][CH:15]=2)(=[O:13])=[O:12])[CH:8]=[C:7]([O:21][CH2:22][CH2:23][CH2:24][CH3:25])[CH:6]=1.CS(C)=O.C(=O)([O-])[O-].[K+].[K+].[F:37][C:38]([F:48])([F:47])[O:39][C:40]1[CH:45]=[CH:44][C:43]([OH:46])=[CH:42][CH:41]=1.